From a dataset of Full USPTO retrosynthesis dataset with 1.9M reactions from patents (1976-2016). Predict the reactants needed to synthesize the given product. (1) Given the product [CH3:1][O:2][C:3]1[CH:8]=[CH:7][CH:6]=[CH:5][C:4]=1[S:9]([N:12]([CH3:33])[C:13]1[CH:14]=[CH:15][CH:16]=[C:17]2[C:21]=1[NH:20][C:19]([C:22]1[S:23][CH:24]([CH2:27][C:28]([OH:30])=[O:29])[CH2:25][N:26]=1)=[CH:18]2)(=[O:10])=[O:11], predict the reactants needed to synthesize it. The reactants are: [CH3:1][O:2][C:3]1[CH:8]=[CH:7][CH:6]=[CH:5][C:4]=1[S:9]([N:12]([CH3:33])[C:13]1[CH:14]=[CH:15][CH:16]=[C:17]2[C:21]=1[NH:20][C:19]([C:22]1[S:23][CH:24]([CH2:27][C:28]([O:30]CC)=[O:29])[CH2:25][N:26]=1)=[CH:18]2)(=[O:11])=[O:10].[OH-].[K+].C(O)(=O)CC(CC(O)=O)(C(O)=O)O. (2) Given the product [OH:32][CH2:31][CH2:33][NH:34][S:8]([CH2:7][CH2:6][CH2:5][CH:4]([CH2:12][C:13]([F:22])([C:18]([F:21])([F:20])[F:19])[C:14]([F:17])([F:16])[F:15])[CH2:3][C:2]([F:1])([C:27]([F:30])([F:29])[F:28])[C:23]([F:26])([F:25])[F:24])(=[O:10])=[O:9], predict the reactants needed to synthesize it. The reactants are: [F:1][C:2]([C:27]([F:30])([F:29])[F:28])([C:23]([F:26])([F:25])[F:24])[CH2:3][CH:4]([CH2:12][C:13]([F:22])([C:18]([F:21])([F:20])[F:19])[C:14]([F:17])([F:16])[F:15])[CH2:5][CH2:6][CH2:7][S:8](Cl)(=[O:10])=[O:9].[CH2:31]([CH2:33][NH2:34])[OH:32]. (3) Given the product [Cl:8][C:6]1[C:5]([C:9]([F:12])([F:11])[F:10])=[CH:4][N:3]=[C:2]([NH:13][C:14]2[CH:22]=[C:21]3[C:17]([CH2:18][C:19](=[O:23])[NH:20]3)=[CH:16][CH:15]=2)[N:7]=1, predict the reactants needed to synthesize it. The reactants are: Cl[C:2]1[N:7]=[C:6]([Cl:8])[C:5]([C:9]([F:12])([F:11])[F:10])=[CH:4][N:3]=1.[NH2:13][C:14]1[CH:22]=[C:21]2[C:17]([CH2:18][C:19](=[O:23])[NH:20]2)=[CH:16][CH:15]=1.CCN(CC)CC. (4) Given the product [NH2:7][C@H:6]1[C@@H:5]([OH:9])[CH2:4][C@H:3]([CH:2]([F:1])[F:15])[C@@H:12]([OH:13])[C@@H:11]1[OH:14], predict the reactants needed to synthesize it. The reactants are: [F:1][CH:2]([F:15])[C@@H:3]1[C@@H:12]([OH:13])[C@H:11]([OH:14])[C@H:6]2[NH:7]C(=O)[O:9][C@H:5]2[CH2:4]1.[Li+].[OH-]. (5) Given the product [Cl:1][C:2]1[C:10]([C:11]#[N:12])=[CH:9][CH:8]=[C:7]2[C:3]=1[CH:4]=[C:5]([CH2:18][CH2:19][CH3:20])[N:6]2[CH2:13][C:14]([F:15])([F:16])[F:17], predict the reactants needed to synthesize it. The reactants are: [Cl:1][C:2]1[C:10]([C:11]#[N:12])=[CH:9][CH:8]=[C:7]2[C:3]=1[CH:4]=[C:5](/[CH:18]=[CH:19]\[CH3:20])[N:6]2[CH2:13][C:14]([F:17])([F:16])[F:15].ClC1C(C#N)=CC=C2C=1C=C(/C=C/C)N2CC(F)(F)F.